This data is from NCI-60 drug combinations with 297,098 pairs across 59 cell lines. The task is: Regression. Given two drug SMILES strings and cell line genomic features, predict the synergy score measuring deviation from expected non-interaction effect. (1) Drug 1: CC1C(C(CC(O1)OC2CC(CC3=C2C(=C4C(=C3O)C(=O)C5=C(C4=O)C(=CC=C5)OC)O)(C(=O)CO)O)N)O.Cl. Drug 2: C1=C(C(=O)NC(=O)N1)N(CCCl)CCCl. Cell line: MDA-MB-231. Synergy scores: CSS=20.8, Synergy_ZIP=-2.45, Synergy_Bliss=2.07, Synergy_Loewe=4.69, Synergy_HSA=4.87. (2) Drug 1: CC(C)(C#N)C1=CC(=CC(=C1)CN2C=NC=N2)C(C)(C)C#N. Drug 2: CC1C(C(CC(O1)OC2CC(CC3=C2C(=C4C(=C3O)C(=O)C5=CC=CC=C5C4=O)O)(C(=O)C)O)N)O. Cell line: SF-268. Synergy scores: CSS=37.1, Synergy_ZIP=1.78, Synergy_Bliss=1.99, Synergy_Loewe=-3.45, Synergy_HSA=1.82. (3) Drug 1: C1=CC(=CC=C1CCCC(=O)O)N(CCCl)CCCl. Drug 2: CC1=C(C=C(C=C1)C(=O)NC2=CC(=CC(=C2)C(F)(F)F)N3C=C(N=C3)C)NC4=NC=CC(=N4)C5=CN=CC=C5. Cell line: SN12C. Synergy scores: CSS=7.07, Synergy_ZIP=-9.76, Synergy_Bliss=-6.99, Synergy_Loewe=-7.89, Synergy_HSA=-7.89. (4) Drug 1: C1CCC(CC1)NC(=O)N(CCCl)N=O. Drug 2: COC1=C2C(=CC3=C1OC=C3)C=CC(=O)O2. Cell line: COLO 205. Synergy scores: CSS=-1.64, Synergy_ZIP=-8.19, Synergy_Bliss=-8.04, Synergy_Loewe=-12.7, Synergy_HSA=-8.64. (5) Drug 2: C1=NC2=C(N=C(N=C2N1C3C(C(C(O3)CO)O)O)F)N. Cell line: MDA-MB-435. Synergy scores: CSS=17.7, Synergy_ZIP=-4.22, Synergy_Bliss=-0.437, Synergy_Loewe=-18.0, Synergy_HSA=-0.857. Drug 1: CC(CN1CC(=O)NC(=O)C1)N2CC(=O)NC(=O)C2.